Dataset: Full USPTO retrosynthesis dataset with 1.9M reactions from patents (1976-2016). Task: Predict the reactants needed to synthesize the given product. Given the product [CH3:27][O:28][C:29](=[O:37])[C:30]1[CH:35]=[CH:34][CH:33]=[C:32]([NH:36][C:13](=[O:14])[CH2:12][O:11][C:10]2[CH:16]=[C:17]([C:20]#[N:21])[CH:18]=[CH:19][C:9]=2[CH2:8][NH:7][C:5](=[O:6])[C:4]2[CH:22]=[C:23]([O:25][CH3:26])[CH:24]=[C:2]([Cl:1])[CH:3]=2)[CH:31]=1, predict the reactants needed to synthesize it. The reactants are: [Cl:1][C:2]1[CH:3]=[C:4]([CH:22]=[C:23]([O:25][CH3:26])[CH:24]=1)[C:5]([NH:7][CH2:8][C:9]1[CH:19]=[CH:18][C:17]([C:20]#[N:21])=[CH:16][C:10]=1[O:11][CH2:12][C:13](O)=[O:14])=[O:6].[CH3:27][O:28][C:29](=[O:37])[C:30]1[CH:35]=[CH:34][CH:33]=[C:32]([NH2:36])[CH:31]=1.